Dataset: Forward reaction prediction with 1.9M reactions from USPTO patents (1976-2016). Task: Predict the product of the given reaction. The product is: [C:4]([O:3][C:1]([N:8]1[CH2:13][CH2:12][C:11](=[N:17][NH:16][C:15]([O:19][C:20]([CH3:23])([CH3:22])[CH3:21])=[O:18])[CH2:10][CH2:9]1)=[O:2])([CH3:7])([CH3:6])[CH3:5]. Given the reactants [C:1]([N:8]1[CH2:13][CH2:12][C:11](=O)[CH2:10][CH2:9]1)([O:3][C:4]([CH3:7])([CH3:6])[CH3:5])=[O:2].[C:15]([O:19][C:20]([CH3:23])([CH3:22])[CH3:21])(=[O:18])[NH:16][NH2:17], predict the reaction product.